Dataset: Reaction yield outcomes from USPTO patents with 853,638 reactions. Task: Predict the reaction yield, written as a fraction of the theoretical maximum amount of product (1.0 means a 100% yield; for example, 0.34 means a 34% yield). (1) The catalyst is CC(N(C)C)=O. The yield is 0.830. The reactants are C(=O)([O-])[O-].[Cs+].[Cs+].CS([O:11][CH2:12][C:13]([CH3:18])([N+:15]([O-:17])=[O:16])[CH3:14])(=O)=O.O[C:20]1[CH:25]=[CH:24][C:23]([NH:26][C:27](=[O:29])[CH3:28])=[CH:22][C:21]=1[C:30]1[N:31]([CH3:35])[N:32]=[CH:33][CH:34]=1. The product is [CH3:35][N:31]1[C:30]([C:21]2[CH:22]=[C:23]([NH:26][C:27](=[O:29])[CH3:28])[CH:24]=[CH:25][C:20]=2[O:11][CH2:12][C:13]([CH3:18])([N+:15]([O-:17])=[O:16])[CH3:14])=[CH:34][CH:33]=[N:32]1. (2) The reactants are [CH3:1][C:2]1([C:21]([O:23]C)=[O:22])[O:7][CH2:6][CH:5]([CH2:8][C:9]2[N:10]=[C:11]([C:15]3[CH:20]=[CH:19][CH:18]=[CH:17][CH:16]=3)[O:12][C:13]=2[CH3:14])[CH2:4][O:3]1.C1COCC1.[OH-].[Li+]. The catalyst is CO.O. The product is [CH3:1][C:2]1([C:21]([OH:23])=[O:22])[O:7][CH2:6][CH:5]([CH2:8][C:9]2[N:10]=[C:11]([C:15]3[CH:20]=[CH:19][CH:18]=[CH:17][CH:16]=3)[O:12][C:13]=2[CH3:14])[CH2:4][O:3]1. The yield is 0.770. (3) The product is [NH2:21][C:8]1[CH:7]=[CH:6][CH:5]=[C:4]2[C:9]=1[C:10](=[O:20])[N:11]([CH:12]1[CH2:17][CH2:16][C:15](=[O:18])[NH:14][C:13]1=[O:19])[C:2]([CH3:1])=[N:3]2. The yield is 0.690. The catalyst is CN(C=O)C.[OH-].[OH-].[Pd+2]. The reactants are [CH3:1][C:2]1[N:11]([CH:12]2[CH2:17][CH2:16][C:15](=[O:18])[NH:14][C:13]2=[O:19])[C:10](=[O:20])[C:9]2[C:4](=[CH:5][CH:6]=[CH:7][C:8]=2[N+:21]([O-])=O)[N:3]=1. (4) The product is [I:3][C:4]1[CH:5]=[CH:6][CH:7]=[C:8]2[C:12]=1[N:11]([CH2:18][C:17]1[CH:20]=[CH:21][CH:22]=[C:15]([O:14][CH3:13])[CH:16]=1)[CH:10]=[CH:9]2. No catalyst specified. The reactants are [H-].[Na+].[I:3][C:4]1[CH:5]=[CH:6][CH:7]=[C:8]2[C:12]=1[NH:11][CH:10]=[CH:9]2.[CH3:13][O:14][C:15]1[CH:16]=[C:17]([CH:20]=[CH:21][CH:22]=1)[CH2:18]Br. The yield is 0.790. (5) The yield is 0.950. The reactants are [C:1]([O:5][C:6]([N:8]1[C:13]2[CH:14]=[C:15]([Cl:19])[C:16]([OH:18])=[CH:17][C:12]=2[O:11][CH:10]([C:20]([N:22]2[CH2:27][CH2:26][C:25]([C:36]#[N:37])([CH2:28][C:29]3[CH:30]=[N:31][C:32]([F:35])=[CH:33][CH:34]=3)[CH2:24][CH2:23]2)=[O:21])[CH2:9]1)=[O:7])([CH3:4])([CH3:3])[CH3:2].[C:38]([O-])([O-])=O.[K+].[K+].CI. The product is [C:1]([O:5][C:6]([N:8]1[C:13]2[CH:14]=[C:15]([Cl:19])[C:16]([O:18][CH3:38])=[CH:17][C:12]=2[O:11][CH:10]([C:20]([N:22]2[CH2:23][CH2:24][C:25]([C:36]#[N:37])([CH2:28][C:29]3[CH:30]=[N:31][C:32]([F:35])=[CH:33][CH:34]=3)[CH2:26][CH2:27]2)=[O:21])[CH2:9]1)=[O:7])([CH3:4])([CH3:2])[CH3:3]. The catalyst is CC(C)=O. (6) The reactants are [Cl:1][C:2]1[C:7]([CH2:8][C:9]([O:11]CC)=[O:10])=[CH:6][N:5]=[CH:4][N:3]=1.C(O)C.O.[OH-].[Li+]. The catalyst is O. The product is [Cl:1][C:2]1[C:7]([CH2:8][C:9]([OH:11])=[O:10])=[CH:6][N:5]=[CH:4][N:3]=1. The yield is 0.830. (7) The reactants are [C:1]([O:5][C:6](=[O:43])[NH:7][C:8]1[CH:9]=[C:10]2[CH:16]=[C:15]([C:17]([C:24]3[CH:29]=[CH:28][C:27]([S:30]([CH3:33])(=[O:32])=[O:31])=[CH:26][CH:25]=3)=[CH:18][CH:19]3[CH2:23][CH2:22][CH2:21][CH2:20]3)[N:14](S(C3C=CC=CC=3)(=O)=O)[C:11]2=[N:12][CH:13]=1)([CH3:4])([CH3:3])[CH3:2].[F-].C([N+](CCCC)(CCCC)CCCC)CCC.O1CCCC1. The catalyst is [Cl-].[Na+].O. The product is [C:1]([O:5][C:6](=[O:43])[NH:7][C:8]1[CH:9]=[C:10]2[CH:16]=[C:15]([C:17]([C:24]3[CH:29]=[CH:28][C:27]([S:30]([CH3:33])(=[O:32])=[O:31])=[CH:26][CH:25]=3)=[CH:18][CH:19]3[CH2:20][CH2:21][CH2:22][CH2:23]3)[NH:14][C:11]2=[N:12][CH:13]=1)([CH3:3])([CH3:4])[CH3:2]. The yield is 1.00.